This data is from Forward reaction prediction with 1.9M reactions from USPTO patents (1976-2016). The task is: Predict the product of the given reaction. The product is: [N:21]1([C:27]([O:14][C:6]2[C:5]([O:4][CH2:1][CH:2]=[CH2:3])=[CH:10][CH:9]=[CH:8][C:7]=2[C:11](=[O:13])[CH3:12])=[O:28])[CH2:26][CH2:25][O:24][CH2:23][CH2:22]1. Given the reactants [CH2:1]([O:4][C:5]1[C:6]([OH:14])=[C:7]([C:11](=[O:13])[CH3:12])[CH:8]=[CH:9][CH:10]=1)[CH:2]=[CH2:3].C(=O)([O-])[O-].[Cs+].[Cs+].[N:21]1([C:27](Cl)=[O:28])[CH2:26][CH2:25][O:24][CH2:23][CH2:22]1, predict the reaction product.